Dataset: Forward reaction prediction with 1.9M reactions from USPTO patents (1976-2016). Task: Predict the product of the given reaction. (1) Given the reactants [CH2:1]([NH:4][C:5]1[N:10]=[C:9]([NH:11][CH2:12][CH2:13][CH3:14])[N:8]=[C:7]([N:15](C)[O:16][CH3:17])[N:6]=1)[CH2:2][CH3:3].Cl.[F:20][CH:21]([F:25])CON, predict the reaction product. The product is: [CH2:1]([NH:4][C:5]1[N:10]=[C:9]([NH:11][CH2:12][CH2:13][CH3:14])[N:8]=[C:7]([NH:15][O:16][CH2:17][CH:21]([F:25])[F:20])[N:6]=1)[CH2:2][CH3:3]. (2) Given the reactants [C:1]([O:5][C:6]([NH:8][CH2:9][CH2:10][CH2:11]Br)=[O:7])([CH3:4])([CH3:3])[CH3:2].Cl.[CH2:14]([O:16][C:17](=[O:21])[CH2:18][NH:19][CH3:20])[CH3:15], predict the reaction product. The product is: [CH2:14]([O:16][C:17](=[O:21])[CH2:18][N:19]([CH2:11][CH2:10][CH2:9][NH:8][C:6]([O:5][C:1]([CH3:4])([CH3:3])[CH3:2])=[O:7])[CH3:20])[CH3:15].